Dataset: Reaction yield outcomes from USPTO patents with 853,638 reactions. Task: Predict the reaction yield, written as a fraction of the theoretical maximum amount of product (1.0 means a 100% yield; for example, 0.34 means a 34% yield). (1) The reactants are C(OC([N:8]1[C@H:12]([CH2:13][N:14]([C:24]([O:26][CH2:27][C:28]2[CH:33]=[CH:32][CH:31]=[CH:30][CH:29]=2)=[O:25])[CH2:15][CH2:16][C:17](OC(C)(C)C)=[O:18])[CH2:11][CH2:10][C@@H:9]1[CH2:34][CH:35]=[CH2:36])=O)(C)(C)C.CN1CCOCC1.F[P-](F)(F)(F)(F)F.N1(OC(N(C)C)=[N+](C)C)C2N=CC=CC=2N=N1. The catalyst is Cl. The product is [CH2:27]([O:26][C:24]([N:14]1[CH2:15][CH2:16][C:17](=[O:18])[N:8]2[C@@H:9]([CH2:34][CH:35]=[CH2:36])[CH2:10][CH2:11][C@H:12]2[CH2:13]1)=[O:25])[C:28]1[CH:33]=[CH:32][CH:31]=[CH:30][CH:29]=1. The yield is 0.840. (2) The reactants are [CH3:1][C:2]1[C:7]([NH2:8])=[CH:6][N:5]=[C:4]([C:9]2[CH:10]=[N:11][CH:12]=[CH:13][CH:14]=2)[CH:3]=1.[N:15]([O-])=O.[Na+]. The catalyst is CC(O)=O. The product is [N:11]1[CH:12]=[CH:13][CH:14]=[C:9]([C:4]2[CH:3]=[C:2]3[CH:1]=[N:15][NH:8][C:7]3=[CH:6][N:5]=2)[CH:10]=1. The yield is 0.500. (3) The reactants are [Cl:1][C:2]1[C:35]([F:36])=[CH:34][CH:33]=[C:32]([F:37])[C:3]=1[CH2:4][N:5]1[C:9]2=[N:10][C:11]([C:14]3[CH:15]=[N:16][N:17]([CH:19]4[CH2:24][CH2:23][N:22](C(OC(C)(C)C)=O)[CH2:21][CH2:20]4)[CH:18]=3)=[CH:12][CH:13]=[C:8]2[N:7]=[N:6]1.C(O)(C(F)(F)F)=O.[OH-].[Na+]. The catalyst is ClCCl. The product is [ClH:1].[Cl:1][C:2]1[C:35]([F:36])=[CH:34][CH:33]=[C:32]([F:37])[C:3]=1[CH2:4][N:5]1[C:9]2=[N:10][C:11]([C:14]3[CH:15]=[N:16][N:17]([CH:19]4[CH2:24][CH2:23][NH:22][CH2:21][CH2:20]4)[CH:18]=3)=[CH:12][CH:13]=[C:8]2[N:7]=[N:6]1. The yield is 0.430. (4) The reactants are C1(P(C2C=CC=CC=2)C2C=CC=CC=2)C=CC=CC=1.BrN1C(=O)CCC1=O.[CH:28]1([CH2:33][CH:34]([C:38]2[CH:43]=[CH:42][C:41]([S:44]([CH2:47][CH3:48])(=[O:46])=[O:45])=[CH:40][CH:39]=2)[C:35]([OH:37])=O)[CH2:32][CH2:31][CH2:30][CH2:29]1.[NH2:49][C:50]1[S:51][CH:52]=[CH:53][N:54]=1. The catalyst is C(Cl)Cl. The product is [CH:28]1([CH2:33][CH:34]([C:38]2[CH:43]=[CH:42][C:41]([S:44]([CH2:47][CH3:48])(=[O:46])=[O:45])=[CH:40][CH:39]=2)[C:35]([NH:49][C:50]2[S:51][CH:52]=[CH:53][N:54]=2)=[O:37])[CH2:29][CH2:30][CH2:31][CH2:32]1. The yield is 0.870.